Dataset: Catalyst prediction with 721,799 reactions and 888 catalyst types from USPTO. Task: Predict which catalyst facilitates the given reaction. (1) Reactant: Br[C@H:2]1[C@H:7]([OH:8])[CH2:6][CH2:5][CH2:4][C@@H:3]1[N:9]1[C:17](=[O:18])[C:16]2[C:11](=[CH:12][CH:13]=[CH:14][CH:15]=2)[C:10]1=[O:19].C([SnH](CCCC)CCCC)CCC.C1(C)C=CC=CC=1.N(/C(C)(C)C#N)=N\C(C)(C)C#N. Product: [OH:8][C@@H:7]1[CH2:6][CH2:5][CH2:4][C@H:3]([N:9]2[C:10](=[O:19])[C:11]3[C:16](=[CH:15][CH:14]=[CH:13][CH:12]=3)[C:17]2=[O:18])[CH2:2]1. The catalyst class is: 5. (2) Reactant: C([O:3][C:4](=[O:29])[CH2:5][C:6]1[N:7]=[C:8]2[CH:13]=[CH:12][CH:11]=[C:10]([C:14](=[O:27])[NH:15][CH2:16][C:17]34[CH2:26][CH:21]5[CH2:22][CH:23]([CH2:25][CH:19]([CH2:20]5)[CH2:18]3)[CH2:24]4)[N:9]2[CH:28]=1)C.[OH-].[Na+]. Product: [C:17]12([CH2:16][NH:15][C:14]([C:10]3[N:9]4[CH:28]=[C:6]([CH2:5][C:4]([OH:29])=[O:3])[N:7]=[C:8]4[CH:13]=[CH:12][CH:11]=3)=[O:27])[CH2:26][CH:21]3[CH2:20][CH:19]([CH2:25][CH:23]([CH2:22]3)[CH2:24]1)[CH2:18]2. The catalyst class is: 24. (3) Reactant: [Li+].C[Si]([N-:6][Si](C)(C)C)(C)C.C(OCC)C.[F:16][C:17]1[CH:18]=[C:19]([CH:22]=[CH:23][C:24]=1[O:25][CH3:26])[C:20]#[N:21]. Product: [F:16][C:17]1[CH:18]=[C:19]([CH:22]=[CH:23][C:24]=1[O:25][CH3:26])[C:20]([NH2:6])=[NH:21]. The catalyst class is: 1.